This data is from Catalyst prediction with 721,799 reactions and 888 catalyst types from USPTO. The task is: Predict which catalyst facilitates the given reaction. (1) Reactant: [Si]([O:8][C@@H:9]1[C@@:16]2([CH3:17])[N:12](/[C:13](=[N:18]/[C:19]3[CH:26]=[CH:25][C:22]([C:23]#[N:24])=[C:21]([Cl:27])[C:20]=3[CH3:28])/[O:14][CH2:15]2)[CH2:11][CH2:10]1)(C(C)(C)C)(C)C.CCCC[N+](CCCC)(CCCC)CCCC.[F-].[Cl-].[NH4+].CCOC(C)=O. Product: [OH:8][C@@H:9]1[C@@:16]2([CH3:17])[N:12](/[C:13](=[N:18]/[C:19]3[CH:26]=[CH:25][C:22]([C:23]#[N:24])=[C:21]([Cl:27])[C:20]=3[CH3:28])/[O:14][CH2:15]2)[CH2:11][CH2:10]1. The catalyst class is: 1. (2) Reactant: [CH2:1]([O:3][CH2:4][C:5](Cl)=O)[CH3:2].[NH2:8][C:9]1[CH:10]=[N:11][C:12]2[C:17]([C:18]=1[NH:19][CH2:20][CH2:21][CH2:22][C:23]([O:25][CH2:26][CH3:27])=[O:24])=[CH:16][CH:15]=[CH:14][CH:13]=2.C(N(CC)CC)C.C(O)C. Product: [CH2:1]([O:3][CH2:4][C:5]1[N:19]([CH2:20][CH2:21][CH2:22][C:23]([O:25][CH2:26][CH3:27])=[O:24])[C:18]2[C:17]3[CH:16]=[CH:15][CH:14]=[CH:13][C:12]=3[N:11]=[CH:10][C:9]=2[N:8]=1)[CH3:2]. The catalyst class is: 4. (3) Product: [NH2:67][C:64]1[N:35]=[CH:33][C:34](/[CH:20]=[CH:19]/[C:18]([N:17]([CH3:16])[CH2:22][C:23]2[O:24][C:25]3[CH:32]=[CH:31][CH:30]=[CH:29][C:26]=3[C:27]=2[CH3:28])=[O:21])=[CH:66][C:65]=1[O:8][CH2:7][C:2]1[CH:3]=[CH:4][CH:5]=[CH:6][N:1]=1. Reactant: [N:1]1[CH:6]=[CH:5][CH:4]=[CH:3][C:2]=1[CH2:7][O:8]NC1C=CC=CN=1.[CH3:16][N:17]([CH2:22][C:23]1[O:24][C:25]2[CH:32]=[CH:31][CH:30]=[CH:29][C:26]=2[C:27]=1[CH3:28])[C:18](=[O:21])[CH:19]=[CH2:20].[CH2:33]([N:35](C(C)C)C(C)C)[CH3:34].CC1C=CC=CC=1P(C1C=CC=CC=1C)C1C=CC=CC=1C.[C:64](#[N:67])[CH2:65][CH3:66]. The catalyst class is: 416. (4) Reactant: [OH:1][C:2]1[CH:3]=[C:4]([CH:8]=[C:9]([N:11]2[CH2:15][CH2:14][CH2:13][C:12]2=[O:16])[CH:10]=1)[C:5]([OH:7])=[O:6].[C:17](=O)([O-])[O-].[Cs+].[Cs+].IC. Product: [OH:1][C:2]1[CH:3]=[C:4]([CH:8]=[C:9]([N:11]2[CH2:15][CH2:14][CH2:13][C:12]2=[O:16])[CH:10]=1)[C:5]([O:7][CH3:17])=[O:6]. The catalyst class is: 3. (5) Reactant: [C:1]([C:3]1[CH:8]=[CH:7][CH:6]=[CH:5][C:4]=1[NH:9][C:10]1[CH:24]=[CH:23][C:13]([CH2:14][NH:15]C(=O)OC(C)(C)C)=[CH:12][CH:11]=1)#[N:2].[F:25][C:26]([F:31])([F:30])[C:27]([OH:29])=[O:28]. Product: [NH2:15][CH2:14][C:13]1[CH:23]=[CH:24][C:10]([NH:9][C:4]2[CH:5]=[CH:6][CH:7]=[CH:8][C:3]=2[C:1]#[N:2])=[CH:11][CH:12]=1.[F:25][C:26]([F:31])([F:30])[C:27]([O-:29])=[O:28]. The catalyst class is: 4. (6) Reactant: Cl[C:2]1[CH:7]=[C:6]([C:8]([F:11])([F:10])[F:9])[N:5]=[C:4]([C:12]2[CH:13]=[N:14][CH:15]=[CH:16][CH:17]=2)[N:3]=1.[Br:18][C:19]1[C:20]([C:25]2[CH:26]=[C:27]([CH:29]=[CH:30][CH:31]=2)[NH2:28])=[N:21][N:22]([CH3:24])[CH:23]=1.Cl. Product: [Br:18][C:19]1[C:20]([C:25]2[CH:26]=[C:27]([CH:29]=[CH:30][CH:31]=2)[NH:28][C:2]2[CH:7]=[C:6]([C:8]([F:11])([F:10])[F:9])[N:5]=[C:4]([C:12]3[CH:13]=[N:14][CH:15]=[CH:16][CH:17]=3)[N:3]=2)=[N:21][N:22]([CH3:24])[CH:23]=1. The catalyst class is: 97. (7) Product: [O:29]=[C:5]1[NH:4][C:3]([CH2:2][C:30]#[N:31])=[N:8][C:7]2[N:9]=[C:10]([N:12]3[CH2:17][CH2:16][CH:15]([O:18][C:19]4[CH:24]=[CH:23][CH:22]=[CH:21][C:20]=4[C:25]([F:28])([F:27])[F:26])[CH2:14][CH2:13]3)[S:11][C:6]1=2. Reactant: Cl[CH2:2][C:3]1[NH:4][C:5](=[O:29])[C:6]2[S:11][C:10]([N:12]3[CH2:17][CH2:16][CH:15]([O:18][C:19]4[CH:24]=[CH:23][CH:22]=[CH:21][C:20]=4[C:25]([F:28])([F:27])[F:26])[CH2:14][CH2:13]3)=[N:9][C:7]=2[N:8]=1.[C-:30]#[N:31].[Na+]. The catalyst class is: 16. (8) Reactant: [Cl:1][C:2]1[CH:7]=[CH:6][N:5]=[C:4]([CH2:8]Cl)[CH:3]=1.[CH3:10][NH2:11]. Product: [Cl:1][C:2]1[CH:7]=[CH:6][N:5]=[C:4]([CH2:8][NH:11][CH3:10])[CH:3]=1. The catalyst class is: 32. (9) Reactant: [Br:1][C:2]1[CH:3]=[C:4]([CH2:8][CH2:9][C:10](=O)[CH2:11][C:12]([O:14]CC)=O)[CH:5]=[CH:6][CH:7]=1.C(=O)(O)O.[NH2:22][C:23]([NH2:25])=[NH:24]. Product: [NH2:24][C:23]1[NH:25][C:12](=[O:14])[CH:11]=[C:10]([CH2:9][CH2:8][C:4]2[CH:5]=[CH:6][CH:7]=[C:2]([Br:1])[CH:3]=2)[N:22]=1. The catalyst class is: 8. (10) Reactant: Cl[CH2:2][CH2:3][C:4]([C:6]1[CH:11]=[CH:10][C:9]([F:12])=[CH:8][CH:7]=1)=[O:5].C([O-])([O-])=O.[K+].[K+].[CH3:19][C:20]([CH3:25])([CH3:24])[C@@H:21]([NH2:23])[CH3:22]. Product: [CH3:19][C:20]([CH3:25])([CH3:24])[C@@H:21]([NH:23][CH2:2][CH2:3][C:4]([C:6]1[CH:11]=[CH:10][C:9]([F:12])=[CH:8][CH:7]=1)=[O:5])[CH3:22]. The catalyst class is: 10.